Dataset: Forward reaction prediction with 1.9M reactions from USPTO patents (1976-2016). Task: Predict the product of the given reaction. Given the reactants [NH2:1][C:2]1[CH:7]=[CH:6][C:5]([C@H:8]([CH3:15])[CH2:9][C:10]([O:12][CH2:13][CH3:14])=[O:11])=[CH:4][CH:3]=1.[N:16]1([C:25]([NH:27][C:28]2[CH:33]=[CH:32][C:31]([CH2:34][C:35](O)=[O:36])=[CH:30][C:29]=2[O:38][CH3:39])=[O:26])[C:24]2[C:19](=[CH:20][CH:21]=[CH:22][CH:23]=2)[CH2:18][CH2:17]1.F[P-](F)(F)(F)(F)F.N1(OC(N(C)C)=[N+](C)C)C2N=CC=CC=2N=N1.C(N(C(C)C)CC)(C)C, predict the reaction product. The product is: [N:16]1([C:25]([NH:27][C:28]2[CH:33]=[CH:32][C:31]([CH2:34][C:35]([NH:1][C:2]3[CH:3]=[CH:4][C:5]([C@H:8]([CH3:15])[CH2:9][C:10]([O:12][CH2:13][CH3:14])=[O:11])=[CH:6][CH:7]=3)=[O:36])=[CH:30][C:29]=2[O:38][CH3:39])=[O:26])[C:24]2[C:19](=[CH:20][CH:21]=[CH:22][CH:23]=2)[CH2:18][CH2:17]1.